Dataset: Forward reaction prediction with 1.9M reactions from USPTO patents (1976-2016). Task: Predict the product of the given reaction. (1) Given the reactants [Cl:1][C:2]1[CH:7]=[CH:6][C:5]([C:8]2[CH:13]=[C:12]([CH3:14])[NH:11][C:10](=O)[N:9]=2)=[CH:4][C:3]=1[CH3:16].O=P(Cl)(Cl)[Cl:19], predict the reaction product. The product is: [Cl:19][C:10]1[N:9]=[C:8]([C:5]2[CH:6]=[CH:7][C:2]([Cl:1])=[C:3]([CH3:16])[CH:4]=2)[CH:13]=[C:12]([CH3:14])[N:11]=1. (2) Given the reactants [NH2:1][CH2:2][CH2:3][CH2:4][C:5]1[CH:10]=[CH:9][N:8]=[CH:7][CH:6]=1.[C:11](N1C=CN=C1)(N1C=CN=C1)=[S:12].Cl.[C:24]12([CH2:34][CH2:35][NH:36][CH2:37][CH2:38][CH2:39][CH2:40][CH3:41])[CH2:33][CH:28]3[CH2:29][CH:30]([CH2:32][CH:26]([CH2:27]3)[CH2:25]1)[CH2:31]2.C(=O)([O-])O.[Na+], predict the reaction product. The product is: [C:24]12([CH2:34][CH2:35][N:36]([CH2:37][CH2:38][CH2:39][CH2:40][CH3:41])[C:11]([NH:1][CH2:2][CH2:3][CH2:4][C:5]3[CH:10]=[CH:9][N:8]=[CH:7][CH:6]=3)=[S:12])[CH2:31][CH:30]3[CH2:29][CH:28]([CH2:27][CH:26]([CH2:32]3)[CH2:25]1)[CH2:33]2. (3) Given the reactants [NH2:1][C:2]1[C:18]([CH3:19])=[CH:17][CH:16]=[CH:15][C:3]=1[C:4]([O:6][CH2:7][CH:8]([CH2:13][CH3:14])[CH2:9][CH2:10][CH2:11][CH3:12])=[O:5].[BrH:20].OO, predict the reaction product. The product is: [NH2:1][C:2]1[C:18]([CH3:19])=[CH:17][C:16]([Br:20])=[CH:15][C:3]=1[C:4]([O:6][CH2:7][CH:8]([CH2:13][CH3:14])[CH2:9][CH2:10][CH2:11][CH3:12])=[O:5]. (4) Given the reactants Cl[C:2]1[C:3]([NH:12][C@H:13]2[CH2:17][CH2:16][CH2:15][C@@H:14]2[NH:18][C:19]([C:21]2[C:26]([N:27]3[N:31]=[CH:30][CH:29]=[N:28]3)=[CH:25][CH:24]=[CH:23][N:22]=2)=[O:20])=[N:4][CH:5]=[C:6]([C:8]([F:11])([F:10])[F:9])[CH:7]=1.Cl.[CH3:33]C1C(N[C@H]2CCC[C@@H]2N)=NC=C(C(F)(F)F)C=1.N1N(C2C(C(O)=O)=NC=CC=2)N=CC=1, predict the reaction product. The product is: [CH3:33][C:2]1[C:3]([NH:12][C@H:13]2[CH2:17][CH2:16][CH2:15][C@@H:14]2[NH:18][C:19]([C:21]2[C:26]([N:27]3[N:28]=[CH:29][CH:30]=[N:31]3)=[CH:25][CH:24]=[CH:23][N:22]=2)=[O:20])=[N:4][CH:5]=[C:6]([C:8]([F:10])([F:9])[F:11])[CH:7]=1. (5) Given the reactants [CH3:1][C:2]1[C:7]([C:8]2[CH2:13][CH2:12][CH:11]([O:14][CH2:15][CH:16]3[CH2:21][CH2:20][N:19]([C:22]([O:24][C:25]([CH3:28])([CH3:27])[CH3:26])=[O:23])[CH2:18][CH2:17]3)[CH2:10][CH:9]=2)=[CH:6][CH:5]=[C:4]([S:29]([CH3:32])(=[O:31])=[O:30])[N:3]=1, predict the reaction product. The product is: [CH3:1][C:2]1[C:7]([CH:8]2[CH2:13][CH2:12][CH:11]([O:14][CH2:15][CH:16]3[CH2:21][CH2:20][N:19]([C:22]([O:24][C:25]([CH3:28])([CH3:26])[CH3:27])=[O:23])[CH2:18][CH2:17]3)[CH2:10][CH2:9]2)=[CH:6][CH:5]=[C:4]([S:29]([CH3:32])(=[O:31])=[O:30])[N:3]=1. (6) Given the reactants [OH:1][C:2]1[C:24]2[C:19](=[CH:20][CH:21]=[CH:22][CH:23]=2)[C:5]2[O:6][CH:7]=[C:8]([C:9]([C:11]3[CH:16]=[CH:15][C:14]([O:17][CH3:18])=[CH:13][CH:12]=3)=[O:10])[C:4]=2[CH:3]=1.[N+]([O-])(O)=[O:26].O.C(Cl)Cl.CO, predict the reaction product. The product is: [CH3:18][O:17][C:14]1[CH:15]=[CH:16][C:11]([C:9]([C:8]2[C:4]3[C:3](=[O:26])[C:2](=[O:1])[C:24]4[C:19](=[CH:20][CH:21]=[CH:22][CH:23]=4)[C:5]=3[O:6][CH:7]=2)=[O:10])=[CH:12][CH:13]=1. (7) Given the reactants [CH2:1]([NH2:8])[C:2]1[CH:7]=[CH:6][CH:5]=[CH:4][CH:3]=1.[CH2:9]([N:16]1[CH2:20][CH2:19][CH:18]([C:21](=O)[CH2:22][F:23])[C:17]1=[O:25])[C:10]1[CH:15]=[CH:14][CH:13]=[CH:12][CH:11]=1.C(O[BH-](OC(=O)C)OC(=O)C)(=O)C.[Na+], predict the reaction product. The product is: [CH2:9]([N:16]1[CH2:20][CH2:19][CH:18]([CH:21]([NH:8][CH2:1][C:2]2[CH:7]=[CH:6][CH:5]=[CH:4][CH:3]=2)[CH2:22][F:23])[C:17]1=[O:25])[C:10]1[CH:15]=[CH:14][CH:13]=[CH:12][CH:11]=1.